Dataset: NCI-60 drug combinations with 297,098 pairs across 59 cell lines. Task: Regression. Given two drug SMILES strings and cell line genomic features, predict the synergy score measuring deviation from expected non-interaction effect. Drug 1: CC1C(C(CC(O1)OC2CC(CC3=C2C(=C4C(=C3O)C(=O)C5=C(C4=O)C(=CC=C5)OC)O)(C(=O)CO)O)N)O.Cl. Drug 2: C1=C(C(=O)NC(=O)N1)F. Cell line: MOLT-4. Synergy scores: CSS=69.0, Synergy_ZIP=0.174, Synergy_Bliss=1.69, Synergy_Loewe=2.77, Synergy_HSA=3.26.